From a dataset of Full USPTO retrosynthesis dataset with 1.9M reactions from patents (1976-2016). Predict the reactants needed to synthesize the given product. The reactants are: [CH2:1]([C:3]1[CH:4]=[C:5]([O:18][CH2:19][CH2:20][CH2:21][C:22]([O:24][CH2:25][CH3:26])=[O:23])[CH:6]=[CH:7][C:8]=1B1OC(C)(C)C(C)(C)O1)[CH3:2].Br[C:28]1[N:32]=[C:31]([C:33]2[CH:34]=[CH:35][C:36]([O:41][CH:42]([CH3:44])[CH3:43])=[C:37]([CH:40]=2)[C:38]#[N:39])[S:30][N:29]=1.P([O-])([O-])([O-])=O.[K+].[K+].[K+]. Given the product [C:38]([C:37]1[CH:40]=[C:33]([C:31]2[S:30][N:29]=[C:28]([C:8]3[CH:7]=[CH:6][C:5]([O:18][CH2:19][CH2:20][CH2:21][C:22]([O:24][CH2:25][CH3:26])=[O:23])=[CH:4][C:3]=3[CH2:1][CH3:2])[N:32]=2)[CH:34]=[CH:35][C:36]=1[O:41][CH:42]([CH3:44])[CH3:43])#[N:39], predict the reactants needed to synthesize it.